Task: Predict the reactants needed to synthesize the given product.. Dataset: Full USPTO retrosynthesis dataset with 1.9M reactions from patents (1976-2016) (1) Given the product [CH3:1][O:2][C:3]1[C:8]2[N:9]=[C:10]([C:25]([C@H:22]3[CH2:21][CH2:20][C@H:19]([NH:18][CH2:17][C:40]4[CH:41]=[CH:42][C:36]5[O:35][CH2:34][C:33](=[O:32])[NH:38][C:37]=5[CH:39]=4)[CH2:24][CH2:23]3)=[O:30])[S:11][C:7]=2[CH:6]=[CH:5][CH:4]=1, predict the reactants needed to synthesize it. The reactants are: [CH3:1][O:2][C:3]1[C:8]2[N:9]=[CH:10][S:11][C:7]=2[CH:6]=[CH:5][CH:4]=1.C(O[C:17](=O)[NH:18][C@H:19]1[CH2:24][CH2:23][C@H:22]([C:25](=[O:30])N(OC)C)[CH2:21][CH2:20]1)(C)(C)C.[O:32]=[C:33]1[NH:38][C:37]2[CH:39]=[C:40](C=O)[CH:41]=[CH:42][C:36]=2[O:35][CH2:34]1. (2) Given the product [OH:6][CH2:5][CH:4]([SH:3])[CH2:14][N:15]1[C:23]([C:24]2[CH:29]=[CH:28][CH:27]=[CH:26][CH:25]=2)=[C:22]2[C:17]([N:18]([CH3:33])[C:19](=[O:32])[N:20]([CH3:31])[C:21]2=[O:30])=[CH:16]1, predict the reactants needed to synthesize it. The reactants are: C(=O)([S:3][CH:4]([CH2:14][N:15]1[C:23]([C:24]2[CH:29]=[CH:28][CH:27]=[CH:26][CH:25]=2)=[C:22]2[C:17]([N:18]([CH3:33])[C:19](=[O:32])[N:20]([CH3:31])[C:21]2=[O:30])=[CH:16]1)[CH2:5][O:6][Si](C(C)(C)C)(C)C)C.[BH4-].[Na+].C(O)(C(F)(F)F)=O.